This data is from Peptide-MHC class I binding affinity with 185,985 pairs from IEDB/IMGT. The task is: Regression. Given a peptide amino acid sequence and an MHC pseudo amino acid sequence, predict their binding affinity value. This is MHC class I binding data. (1) The peptide sequence is YMIMVKCWMI. The MHC is HLA-A02:02 with pseudo-sequence HLA-A02:02. The binding affinity (normalized) is 0.471. (2) The peptide sequence is FVNYNFTLV. The MHC is Mamu-B8301 with pseudo-sequence Mamu-B8301. The binding affinity (normalized) is 0.00356. (3) The peptide sequence is QAGWNASSVI. The MHC is H-2-Kb with pseudo-sequence H-2-Kb. The binding affinity (normalized) is 0.00779. (4) The peptide sequence is GLYRLNFRR. The MHC is HLA-B35:01 with pseudo-sequence HLA-B35:01. The binding affinity (normalized) is 0.0847.